This data is from NCI-60 drug combinations with 297,098 pairs across 59 cell lines. The task is: Regression. Given two drug SMILES strings and cell line genomic features, predict the synergy score measuring deviation from expected non-interaction effect. (1) Drug 1: C1CN1P(=S)(N2CC2)N3CC3. Drug 2: C1C(C(OC1N2C=NC(=NC2=O)N)CO)O. Cell line: NCI-H522. Synergy scores: CSS=24.3, Synergy_ZIP=1.15, Synergy_Bliss=0.513, Synergy_Loewe=5.53, Synergy_HSA=4.79. (2) Drug 1: CCN(CC)CCNC(=O)C1=C(NC(=C1C)C=C2C3=C(C=CC(=C3)F)NC2=O)C. Synergy scores: CSS=69.4, Synergy_ZIP=6.25, Synergy_Bliss=3.98, Synergy_Loewe=4.90, Synergy_HSA=6.56. Cell line: NCI-H460. Drug 2: CCC1(C2=C(COC1=O)C(=O)N3CC4=CC5=C(C=CC(=C5CN(C)C)O)N=C4C3=C2)O. (3) Drug 1: CC1=C(C=C(C=C1)NC(=O)C2=CC=C(C=C2)CN3CCN(CC3)C)NC4=NC=CC(=N4)C5=CN=CC=C5. Drug 2: CN(CCCl)CCCl.Cl. Cell line: SK-OV-3. Synergy scores: CSS=9.33, Synergy_ZIP=-5.48, Synergy_Bliss=-3.58, Synergy_Loewe=-1.69, Synergy_HSA=-0.966.